Dataset: NCI-60 drug combinations with 297,098 pairs across 59 cell lines. Task: Regression. Given two drug SMILES strings and cell line genomic features, predict the synergy score measuring deviation from expected non-interaction effect. (1) Drug 1: CS(=O)(=O)OCCCCOS(=O)(=O)C. Drug 2: C1CCC(C(C1)N)N.C(=O)(C(=O)[O-])[O-].[Pt+4]. Cell line: NCIH23. Synergy scores: CSS=20.1, Synergy_ZIP=1.31, Synergy_Bliss=0.295, Synergy_Loewe=0.118, Synergy_HSA=0.202. (2) Synergy scores: CSS=-2.22, Synergy_ZIP=0.765, Synergy_Bliss=-0.363, Synergy_Loewe=-3.34, Synergy_HSA=-4.04. Drug 2: C1CNP(=O)(OC1)N(CCCl)CCCl. Cell line: COLO 205. Drug 1: CN(C(=O)NC(C=O)C(C(C(CO)O)O)O)N=O. (3) Drug 1: COC1=CC(=CC(=C1O)OC)C2C3C(COC3=O)C(C4=CC5=C(C=C24)OCO5)OC6C(C(C7C(O6)COC(O7)C8=CC=CS8)O)O. Drug 2: C1CCC(CC1)NC(=O)N(CCCl)N=O. Cell line: HL-60(TB). Synergy scores: CSS=77.1, Synergy_ZIP=4.33, Synergy_Bliss=4.34, Synergy_Loewe=-2.50, Synergy_HSA=7.31. (4) Drug 1: C1=CC(=CC=C1CCC2=CNC3=C2C(=O)NC(=N3)N)C(=O)NC(CCC(=O)O)C(=O)O. Drug 2: C1=CC(=CC=C1CC(C(=O)O)N)N(CCCl)CCCl.Cl. Cell line: K-562. Synergy scores: CSS=61.8, Synergy_ZIP=7.89, Synergy_Bliss=8.93, Synergy_Loewe=4.53, Synergy_HSA=9.37. (5) Drug 1: CC1CCC2CC(C(=CC=CC=CC(CC(C(=O)C(C(C(=CC(C(=O)CC(OC(=O)C3CCCCN3C(=O)C(=O)C1(O2)O)C(C)CC4CCC(C(C4)OC)O)C)C)O)OC)C)C)C)OC. Drug 2: B(C(CC(C)C)NC(=O)C(CC1=CC=CC=C1)NC(=O)C2=NC=CN=C2)(O)O. Cell line: UACC-257. Synergy scores: CSS=35.8, Synergy_ZIP=6.26, Synergy_Bliss=4.44, Synergy_Loewe=-5.95, Synergy_HSA=5.77. (6) Drug 1: C(=O)(N)NO. Drug 2: CC1C(C(CC(O1)OC2CC(CC3=C2C(=C4C(=C3O)C(=O)C5=CC=CC=C5C4=O)O)(C(=O)C)O)N)O. Cell line: CAKI-1. Synergy scores: CSS=44.7, Synergy_ZIP=-2.20, Synergy_Bliss=0.398, Synergy_Loewe=2.95, Synergy_HSA=4.30. (7) Drug 1: C1=CC(=CC=C1CCC2=CNC3=C2C(=O)NC(=N3)N)C(=O)NC(CCC(=O)O)C(=O)O. Drug 2: CN1C(=O)N2C=NC(=C2N=N1)C(=O)N. Cell line: HOP-62. Synergy scores: CSS=30.1, Synergy_ZIP=3.57, Synergy_Bliss=5.90, Synergy_Loewe=-57.5, Synergy_HSA=0.248.